This data is from Full USPTO retrosynthesis dataset with 1.9M reactions from patents (1976-2016). The task is: Predict the reactants needed to synthesize the given product. Given the product [C:3]([C:5]1[C:10]([C:11]2[N:15]([S:49]([C:43]3[C:44]([F:48])=[CH:45][CH:46]=[CH:47][C:42]=3[F:41])(=[O:51])=[O:50])[CH:14]=[C:13]([CH2:16][N:17]([CH3:25])[C:18](=[O:24])[O:19][C:20]([CH3:21])([CH3:22])[CH3:23])[CH:12]=2)=[CH:9][CH:8]=[CH:7][N:6]=1)#[N:4], predict the reactants needed to synthesize it. The reactants are: [H-].[Na+].[C:3]([C:5]1[C:10]([C:11]2[NH:15][CH:14]=[C:13]([CH2:16][N:17]([CH3:25])[C:18](=[O:24])[O:19][C:20]([CH3:23])([CH3:22])[CH3:21])[CH:12]=2)=[CH:9][CH:8]=[CH:7][N:6]=1)#[N:4].C1OCCOCCOCCOCCOC1.[F:41][C:42]1[CH:47]=[CH:46][CH:45]=[C:44]([F:48])[C:43]=1[S:49](Cl)(=[O:51])=[O:50].[Cl-].[NH4+].